From a dataset of Catalyst prediction with 721,799 reactions and 888 catalyst types from USPTO. Predict which catalyst facilitates the given reaction. Reactant: [NH2:1][CH:2]([C:5]1([N:10]([CH3:12])[CH3:11])[CH2:9][CH2:8][CH2:7][CH2:6]1)[CH2:3][CH3:4].[Cl:13][C:14]1[C:22]([C:23]([F:26])([F:25])[F:24])=[CH:21][CH:20]=[CH:19][C:15]=1[C:16](Cl)=[O:17].C(N(CC)CC)C. Product: [Cl:13][C:14]1[C:22]([C:23]([F:24])([F:25])[F:26])=[CH:21][CH:20]=[CH:19][C:15]=1[C:16]([NH:1][CH:2]([C:5]1([N:10]([CH3:12])[CH3:11])[CH2:9][CH2:8][CH2:7][CH2:6]1)[CH2:3][CH3:4])=[O:17]. The catalyst class is: 2.